The task is: Predict which catalyst facilitates the given reaction.. This data is from Catalyst prediction with 721,799 reactions and 888 catalyst types from USPTO. (1) Reactant: F[C:2]1[N:7]=[CH:6][C:5]([NH:8][C:9]([C@@H:11]2[CH2:15][CH2:14][CH2:13][N:12]2[C:16]2[N:17]=[C:18]([NH:25][C:26]3[CH:30]=[C:29]([CH:31]([CH3:33])[CH3:32])[NH:28][N:27]=3)[C:19]3[CH2:24][CH2:23][CH2:22][C:20]=3[N:21]=2)=[O:10])=[CH:4][CH:3]=1.[NH3:34]. Product: [NH2:34][C:2]1[N:7]=[CH:6][C:5]([NH:8][C:9]([C@@H:11]2[CH2:15][CH2:14][CH2:13][N:12]2[C:16]2[N:17]=[C:18]([NH:25][C:26]3[CH:30]=[C:29]([CH:31]([CH3:33])[CH3:32])[NH:28][N:27]=3)[C:19]3[CH2:24][CH2:23][CH2:22][C:20]=3[N:21]=2)=[O:10])=[CH:4][CH:3]=1. The catalyst class is: 12. (2) The catalyst class is: 44. Reactant: [OH:1][C:2]([C:4]([F:7])([F:6])[F:5])=[O:3].[F:8][C:9]1[CH:35]=[C:34]([F:36])[CH:33]=[CH:32][C:10]=1[O:11][CH:12]1[CH2:17][CH2:16][N:15]([C:18]2[N:23]=[C:22]3[CH2:24][NH:25][CH2:26][CH2:27][C:21]3=[N:20][C:19]=2[NH:28][CH:29]([CH3:31])[CH3:30])[CH2:14][CH2:13]1.[O:37]1[CH2:41][CH2:40][CH2:39][CH:38]1[C:42](O)=[O:43].CN(C(ON1N=NC2C=CC=NC1=2)=[N+](C)C)C.F[P-](F)(F)(F)(F)F.CCN(C(C)C)C(C)C. Product: [F:8][C:9]1[CH:35]=[C:34]([F:36])[CH:33]=[CH:32][C:10]=1[O:11][CH:12]1[CH2:13][CH2:14][N:15]([C:18]2[N:23]=[C:22]3[CH2:24][N:25]([C:42]([CH:38]4[CH2:39][CH2:40][CH2:41][O:37]4)=[O:43])[CH2:26][CH2:27][C:21]3=[N:20][C:19]=2[NH:28][CH:29]([CH3:31])[CH3:30])[CH2:16][CH2:17]1.[C:2]([OH:3])([C:4]([F:7])([F:6])[F:5])=[O:1]. (3) Reactant: [Br:1][C:2]1[CH:3]=[C:4]([CH:7]=[CH:8][C:9]=1[O:10][CH:11]([CH3:13])[CH3:12])[C:5]#[N:6].[NH2:14][OH:15]. Product: [Br:1][C:2]1[CH:3]=[C:4]([CH:7]=[CH:8][C:9]=1[O:10][CH:11]([CH3:13])[CH3:12])/[C:5](=[N:14]/[OH:15])/[NH2:6]. The catalyst class is: 14. (4) Reactant: [CH3:1][O:2][C:3]1[CH:8]=[C:7]([O:9][CH3:10])[CH:6]=[CH:5][C:4]=1[CH:11]=[CH:12][N+:13]([O-])=O.[N:16]([Si](C)(C)C)=[N+:17]=[N-].CN(C=O)C.[F-].C([N+](CCCC)(CCCC)CCCC)CCC. Product: [CH3:1][O:2][C:3]1[CH:8]=[C:7]([O:9][CH3:10])[CH:6]=[CH:5][C:4]=1[C:11]1[CH:12]=[N:13][NH:17][N:16]=1. The catalyst class is: 36. (5) Reactant: [CH3:1][N:2]1[C:7](=[O:8])[C:6]2=[CH:9][N:10]([CH2:12][C:13]3[C:22]4[C:17](=[CH:18][CH:19]=[CH:20][CH:21]=4)[CH:16]=[CH:15][CH:14]=3)[CH:11]=[C:5]2[N:4]([CH2:23][CH:24]([CH3:26])[CH3:25])[C:3]1=[O:27].[CH3:28][N:29]([CH3:39])[CH2:30][CH2:31][S:32][S:32][CH2:31][CH2:30][N:29]([CH3:39])[CH3:28].C([N-]C(C)C)(C)C.[Li+]. Product: [CH3:28][N:29]([CH3:39])[CH2:30][CH2:31][S:32][C:9]1[N:10]([CH2:12][C:13]2[C:22]3[C:17](=[CH:18][CH:19]=[CH:20][CH:21]=3)[CH:16]=[CH:15][CH:14]=2)[CH:11]=[C:5]2[C:6]=1[C:7](=[O:8])[N:2]([CH3:1])[C:3](=[O:27])[N:4]2[CH2:23][CH:24]([CH3:25])[CH3:26]. The catalyst class is: 7. (6) Reactant: [CH3:1][N:2]([CH3:16])[C:3]1([C:10]2[CH:15]=[CH:14][CH:13]=[CH:12][CH:11]=2)[CH2:8][CH2:7][C:6](=[O:9])[CH2:5][CH2:4]1.Br[CH2:18][N:19]1[C:23](=[O:24])[C:22]2=[CH:25][CH:26]=[CH:27][CH:28]=[C:21]2[C:20]1=[O:29]. Product: [CH3:1][N:2]([CH3:16])[C:3]1([C:10]2[CH:11]=[CH:12][CH:13]=[CH:14][CH:15]=2)[CH2:8][CH:7]([CH2:18][N:19]2[C:23](=[O:24])[C:22]3[C:21](=[CH:28][CH:27]=[CH:26][CH:25]=3)[C:20]2=[O:29])[C:6](=[O:9])[CH2:5][CH2:4]1. The catalyst class is: 1. (7) Reactant: S(Cl)([Cl:3])=O.[Br:5][C:6]1[CH:7]=[C:8]2[C:12](=[CH:13][CH:14]=1)[CH:11](O)[CH2:10][CH2:9]2.C(=O)([O-])O.[Na+]. Product: [Br:5][C:6]1[CH:7]=[C:8]2[C:12](=[CH:13][CH:14]=1)[CH:11]([Cl:3])[CH2:10][CH2:9]2. The catalyst class is: 4. (8) Reactant: [F:1][C:2]1[CH:7]=[CH:6][C:5]([F:8])=[CH:4][C:3]=1[C:9]1[N:13]=[C:12]([C@H:14]([NH:19]C(=O)OC(C)(C)C)[C:15]([CH3:18])([CH3:17])[CH3:16])[N:11]([CH2:27][C:28]2[CH:33]=[CH:32][CH:31]=[C:30]([F:34])[CH:29]=2)[N:10]=1.C(O)(C(F)(F)F)=O. Product: [F:1][C:2]1[CH:7]=[CH:6][C:5]([F:8])=[CH:4][C:3]=1[C:9]1[N:13]=[C:12]([C@H:14]([NH2:19])[C:15]([CH3:18])([CH3:16])[CH3:17])[N:11]([CH2:27][C:28]2[CH:33]=[CH:32][CH:31]=[C:30]([F:34])[CH:29]=2)[N:10]=1. The catalyst class is: 2. (9) Reactant: [Br:1][C:2]1[C:3]([F:12])=[C:4]2[C:10]([NH2:11])=[CH:9][NH:8][C:5]2=[N:6][CH:7]=1.[CH3:13][C:14](OC(C)=O)=[O:15]. Product: [Br:1][C:2]1[C:3]([F:12])=[C:4]2[C:10]([NH:11][C:14](=[O:15])[CH3:13])=[CH:9][NH:8][C:5]2=[N:6][CH:7]=1. The catalyst class is: 1. (10) Reactant: [BH4-].[Na+].C[O:4]C1C=C(C=CC=1OC)C(=O)C=CC1C=CC=CC=1.[OH:23][C:24]1[CH:29]=[C:28]([OH:30])[CH:27]=[CH:26][C:25]=1[CH:31]=[CH:32][C:33]([C:35]1[CH:40]=[CH:39][C:38]([O:41][CH3:42])=[C:37]([O:43][CH3:44])[CH:36]=1)=O.C(O)(=O)C. Product: [OH:23][C:24]1[CH:29]=[C:28]([OH:30])[CH:27]=[CH:26][C:25]=1[CH:31]([OH:4])[CH2:32][CH2:33][C:35]1[CH:40]=[CH:39][C:38]([O:41][CH3:42])=[C:37]([O:43][CH3:44])[CH:36]=1. The catalyst class is: 259.